From a dataset of NCI-60 drug combinations with 297,098 pairs across 59 cell lines. Regression. Given two drug SMILES strings and cell line genomic features, predict the synergy score measuring deviation from expected non-interaction effect. (1) Drug 1: CC1C(C(CC(O1)OC2CC(CC3=C2C(=C4C(=C3O)C(=O)C5=C(C4=O)C(=CC=C5)OC)O)(C(=O)C)O)N)O.Cl. Drug 2: C1=CC=C(C=C1)NC(=O)CCCCCCC(=O)NO. Cell line: HT29. Synergy scores: CSS=15.0, Synergy_ZIP=-3.55, Synergy_Bliss=0.648, Synergy_Loewe=-7.61, Synergy_HSA=0.539. (2) Drug 1: C(=O)(N)NO. Drug 2: C1CC(=O)NC(=O)C1N2C(=O)C3=CC=CC=C3C2=O. Cell line: CCRF-CEM. Synergy scores: CSS=16.8, Synergy_ZIP=-4.68, Synergy_Bliss=2.86, Synergy_Loewe=-0.365, Synergy_HSA=1.12. (3) Drug 1: CC12CCC3C(C1CCC2NC(=O)OCC(F)(F)F)CCC4C3(C=CC(=O)N4C)C. Drug 2: CN(C)C(=N)N=C(N)N. Cell line: NCIH23. Synergy scores: CSS=-1.05, Synergy_ZIP=-4.58, Synergy_Bliss=-10.4, Synergy_Loewe=-7.94, Synergy_HSA=-7.41. (4) Drug 1: CC1C(C(=O)NC(C(=O)N2CCCC2C(=O)N(CC(=O)N(C(C(=O)O1)C(C)C)C)C)C(C)C)NC(=O)C3=C4C(=C(C=C3)C)OC5=C(C(=O)C(=C(C5=N4)C(=O)NC6C(OC(=O)C(N(C(=O)CN(C(=O)C7CCCN7C(=O)C(NC6=O)C(C)C)C)C)C(C)C)C)N)C. Drug 2: C1=NNC2=C1C(=O)NC=N2. Cell line: RXF 393. Synergy scores: CSS=10.0, Synergy_ZIP=-2.86, Synergy_Bliss=0.918, Synergy_Loewe=-12.5, Synergy_HSA=-0.410. (5) Drug 1: C1C(C(OC1N2C=NC3=C(N=C(N=C32)Cl)N)CO)O. Drug 2: CC1C(C(CC(O1)OC2CC(CC3=C2C(=C4C(=C3O)C(=O)C5=C(C4=O)C(=CC=C5)OC)O)(C(=O)CO)O)N)O.Cl. Cell line: RXF 393. Synergy scores: CSS=8.56, Synergy_ZIP=-2.67, Synergy_Bliss=1.25, Synergy_Loewe=0.324, Synergy_HSA=0.174.